From a dataset of Forward reaction prediction with 1.9M reactions from USPTO patents (1976-2016). Predict the product of the given reaction. (1) Given the reactants Br[C:2]1[CH:3]=[C:4]([S:12]([NH2:15])(=[O:14])=[O:13])[CH:5]=[C:6]([CH:10]=[O:11])[C:7]=1[O:8][CH3:9].[CH3:16][O:17][C:18]1[CH:19]=[C:20](B(O)O)[CH:21]=[CH:22][CH:23]=1, predict the reaction product. The product is: [CH:10]([C:6]1[CH:5]=[C:4]([S:12]([NH2:15])(=[O:14])=[O:13])[CH:3]=[C:2]([C:22]2[CH:21]=[CH:20][CH:19]=[C:18]([O:17][CH3:16])[CH:23]=2)[C:7]=1[O:8][CH3:9])=[O:11]. (2) Given the reactants [NH:1]1[CH2:5][CH2:4][CH2:3][C@H:2]1[CH2:6][OH:7].[C:8]([O:12][C:13](O[C:13]([O:12][C:8]([CH3:11])([CH3:10])[CH3:9])=[O:14])=[O:14])([CH3:11])([CH3:10])[CH3:9], predict the reaction product. The product is: [C:13]([N:1]1[CH2:5][CH2:4][CH2:3][C@H:2]1[CH2:6][OH:7])([O:12][C:8]([CH3:11])([CH3:10])[CH3:9])=[O:14]. (3) Given the reactants [CH2:1]([O:3][C:4](=[O:12])[N:5]([CH2:9][CH2:10]Cl)[CH2:6][CH2:7]Cl)[CH3:2].[Na+].[I-].[C:15]([NH2:19])([CH3:18])([CH3:17])[CH3:16].C([O-])([O-])=O.[K+].[K+], predict the reaction product. The product is: [CH2:1]([O:3][C:4]([N:5]1[CH2:9][CH2:10][N:19]([C:15]([CH3:18])([CH3:17])[CH3:16])[CH2:7][CH2:6]1)=[O:12])[CH3:2]. (4) Given the reactants [Br:1][C:2]1[CH:7]=[CH:6][C:5]([CH:8]2[CH2:13][CH2:12][N:11](C(OCC(Cl)(Cl)Cl)=O)[CH2:10][CH:9]2[O:22]C(OCC(Cl)(Cl)Cl)=O)=[CH:4][CH:3]=1, predict the reaction product. The product is: [Br:1][C:2]1[CH:7]=[CH:6][C:5]([CH:8]2[CH2:13][CH2:12][NH:11][CH2:10][CH:9]2[OH:22])=[CH:4][CH:3]=1. (5) Given the reactants [F:1][C:2]1[CH:7]=[CH:6][C:5]([N:8]2[C:11](=[O:12])[C@H:10]([S:13][CH2:14][C:15]([C:17]3[CH:22]=[CH:21][C:20]([F:23])=[CH:19][CH:18]=3)=[O:16])[C@H:9]2[C:24]2[CH:38]=[CH:37][C:27]([O:28][CH2:29][C:30]([NH:32][CH2:33][C:34](O)=[O:35])=[O:31])=[CH:26][CH:25]=2)=[CH:4][CH:3]=1.CN1CCOCC1.CN(C(ON1N=NC2C=CC=CC1=2)=[N+](C)C)C.[B-](F)(F)(F)F.C(OC([NH:75][C@@H:76]([C:82]([OH:84])=[O:83])[CH2:77][CH2:78][CH2:79][CH2:80][NH2:81])=O)(C)(C)C, predict the reaction product. The product is: [F:1][C:2]1[CH:3]=[CH:4][C:5]([N:8]2[C:11](=[O:12])[C@H:10]([S:13][CH2:14][CH:15]([C:17]3[CH:18]=[CH:19][C:20]([F:23])=[CH:21][CH:22]=3)[OH:16])[C@H:9]2[C:24]2[CH:25]=[CH:26][C:27]([O:28][CH2:29][C:30]([NH:32][CH2:33][C:34]([NH:81][CH2:80][CH2:79][CH2:78][CH2:77][C@H:76]([C:82]([OH:84])=[O:83])[NH2:75])=[O:35])=[O:31])=[CH:37][CH:38]=2)=[CH:6][CH:7]=1.